This data is from Catalyst prediction with 721,799 reactions and 888 catalyst types from USPTO. The task is: Predict which catalyst facilitates the given reaction. (1) Reactant: [CH3:1][O:2][C:3]([C:5]1[S:6][C:7]([C:27]2[CH2:36][CH2:35][C:30]3([O:34][CH2:33][CH2:32][O:31]3)[CH2:29][CH:28]=2)=[CH:8][C:9]=1[N:10]([C@H:20]1[CH2:25][CH2:24][C@H:23]([OH:26])[CH2:22][CH2:21]1)[C:11]([C@H:13]1[CH2:18][CH2:17][C@H:16]([CH3:19])[CH2:15][CH2:14]1)=[O:12])=[O:4]. Product: [CH3:1][O:2][C:3]([C:5]1[S:6][C:7]([CH:27]2[CH2:36][CH2:35][C:30]3([O:34][CH2:33][CH2:32][O:31]3)[CH2:29][CH2:28]2)=[CH:8][C:9]=1[N:10]([C@H:20]1[CH2:21][CH2:22][C@H:23]([OH:26])[CH2:24][CH2:25]1)[C:11]([C@H:13]1[CH2:14][CH2:15][C@H:16]([CH3:19])[CH2:17][CH2:18]1)=[O:12])=[O:4]. The catalyst class is: 5. (2) Reactant: [N:1]1[C:2]([C:10]([O:12][CH2:13][CH3:14])=[O:11])=[CH:3][N:4]2[CH:9]=[CH:8][N:7]=[CH:6][C:5]=12.[ClH:15]. Product: [ClH:15].[N:1]1[C:2]([C:10]([O:12][CH2:13][CH3:14])=[O:11])=[CH:3][N:4]2[CH2:9][CH2:8][NH:7][CH2:6][C:5]=12. The catalyst class is: 50. (3) Reactant: C(N(CC)CC)C.[C:8]([O:11][CH2:12][C:13]([CH3:43])([CH3:42])[CH2:14][N:15]1[C:21]2[CH:22]=[CH:23][C:24]([Cl:26])=[CH:25][C:20]=2[C@@H:19]([C:27]2[CH:32]=[CH:31][CH:30]=[C:29]([O:33][CH3:34])[C:28]=2[O:35][CH3:36])[O:18][C@H:17]([CH2:37][C:38](O)=[O:39])[C:16]1=[O:41])(=[O:10])[CH3:9].ClC(OCC(C)C)=O.Cl.[NH2:53][C:54]1[CH:55]=[C:56]([C:62]([CH3:71])([CH3:70])[CH2:63][CH2:64][C:65]([O:67][CH2:68]C)=[O:66])[CH:57]=[CH:58][C:59]=1[O:60][CH3:61].N1C=CC=CC=1.Cl. Product: [C:8]([O:11][CH2:12][C:13]([CH3:43])([CH3:42])[CH2:14][N:15]1[C:21]2[CH:22]=[CH:23][C:24]([Cl:26])=[CH:25][C:20]=2[C@@H:19]([C:27]2[CH:32]=[CH:31][CH:30]=[C:29]([O:33][CH3:34])[C:28]=2[O:35][CH3:36])[O:18][C@H:17]([CH2:37][C:38]([NH:53][C:54]2[CH:55]=[C:56]([C:62]([CH3:71])([CH3:70])[CH2:63][CH2:64][C:65]([O:67][CH3:68])=[O:66])[CH:57]=[CH:58][C:59]=2[O:60][CH3:61])=[O:39])[C:16]1=[O:41])(=[O:10])[CH3:9]. The catalyst class is: 35. (4) Reactant: [S:1]1[C:9]2[CH:8]=[CH:7][N:6]=[CH:5][C:4]=2[CH:3]=[C:2]1[C:10](OC)=[O:11].[H-].[H-].[H-].[H-].[Li+].[Al+3]. Product: [S:1]1[C:9]2[CH:8]=[CH:7][N:6]=[CH:5][C:4]=2[CH:3]=[C:2]1[CH2:10][OH:11]. The catalyst class is: 1.